From a dataset of Reaction yield outcomes from USPTO patents with 853,638 reactions. Predict the reaction yield, written as a fraction of the theoretical maximum amount of product (1.0 means a 100% yield; for example, 0.34 means a 34% yield). (1) The reactants are Cl.[CH3:2]N(C)CCCN=C=NCC.[Br:13][C:14]1[CH:22]=[CH:21][C:20]([C:23]([NH:25][CH2:26][C:27]([CH3:30])([CH3:29])[CH3:28])=[O:24])=[CH:19][C:15]=1[C:16]([OH:18])=[O:17].CO.O. The catalyst is CN(C)C1C=CN=CC=1.ClCCl. The product is [Br:13][C:14]1[CH:22]=[CH:21][C:20]([C:23]([NH:25][CH2:26][C:27]([CH3:30])([CH3:29])[CH3:28])=[O:24])=[CH:19][C:15]=1[C:16]([O:18][CH3:2])=[O:17]. The yield is 0.470. (2) The reactants are [O:1]([C:8]1[CH:27]=[CH:26][C:11]([O:12][C:13]2[CH:18]=[CH:17][N:16]=[CH:15][C:14]=2[C:19]2[CH:20]=[C:21]([CH:23]=[CH:24][CH:25]=2)[NH2:22])=[CH:10][CH:9]=1)[C:2]1[CH:7]=[CH:6][CH:5]=[CH:4][CH:3]=1.C(N(CC)CC)C.[C:35](Cl)(=[O:38])[CH:36]=[CH2:37]. The catalyst is CN1CCCC1=O.ClCCl. The product is [O:1]([C:8]1[CH:9]=[CH:10][C:11]([O:12][C:13]2[CH:18]=[CH:17][N:16]=[CH:15][C:14]=2[C:19]2[CH:20]=[C:21]([NH:22][C:35](=[O:38])[CH:36]=[CH2:37])[CH:23]=[CH:24][CH:25]=2)=[CH:26][CH:27]=1)[C:2]1[CH:7]=[CH:6][CH:5]=[CH:4][CH:3]=1. The yield is 0.350. (3) The reactants are Cl[C:2]1[C:11]([CH:12]=[O:13])=[CH:10][C:9]2[C:4](=[CH:5][CH:6]=[C:7]([O:14][CH3:15])[CH:8]=2)[N:3]=1.[OH2:16]. The catalyst is C(O)(=O)C. The product is [CH3:15][O:14][C:7]1[CH:8]=[C:9]2[C:4](=[CH:5][CH:6]=1)[NH:3][C:2](=[O:16])[C:11]([CH:12]=[O:13])=[CH:10]2. The yield is 0.830. (4) The reactants are C([N:8]1[CH2:13][CH2:12][N:11]([C:14]2[C:15]3[S:22][CH:21]=[CH:20][C:16]=3[N:17]([CH3:19])[N:18]=2)[CH2:10][CH2:9]1)C1C=CC=CC=1.ClCCOC(Cl)=O. The catalyst is C(Cl)Cl. The product is [CH3:19][N:17]1[C:16]2[CH:20]=[CH:21][S:22][C:15]=2[C:14]([N:11]2[CH2:10][CH2:9][NH:8][CH2:13][CH2:12]2)=[N:18]1. The yield is 0.800. (5) The reactants are [H-].[Na+].F[C:4]1[CH:13]=[CH:12][CH:11]=[C:10]2[C:5]=1[C:6]([NH:14][C:15]1[CH:20]=[CH:19][C:18]([O:21][C:22]3[CH:23]=[N:24][C:25]([CH3:28])=[CH:26][CH:27]=3)=[C:17]([CH3:29])[CH:16]=1)=[N:7][CH:8]=[N:9]2.[OH:30][C@@H:31]([CH3:37])[C:32]([N:34]([CH3:36])[CH3:35])=[O:33]. The catalyst is C1COCC1. The product is [CH3:35][N:34]([CH3:36])[C:32](=[O:33])[C@@H:31]([O:30][C:4]1[CH:13]=[CH:12][CH:11]=[C:10]2[C:5]=1[C:6]([NH:14][C:15]1[CH:20]=[CH:19][C:18]([O:21][C:22]3[CH:23]=[N:24][C:25]([CH3:28])=[CH:26][CH:27]=3)=[C:17]([CH3:29])[CH:16]=1)=[N:7][CH:8]=[N:9]2)[CH3:37]. The yield is 0.580. (6) The reactants are [C:1]([O:5][C:6](=[O:25])[NH:7][C:8]1[CH:13]=[C:12]([S:14]([CH3:17])(=[O:16])=[O:15])[CH:11]=[C:10]([C:18](=O)[CH2:19][CH2:20][CH:21]2[CH2:23][CH2:22]2)[CH:9]=1)([CH3:4])([CH3:3])[CH3:2].O.[NH2:27][NH2:28]. The catalyst is C(O)C. The product is [C:1]([O:5][C:6](=[O:25])[NH:7][C:8]1[CH:13]=[C:12]([S:14]([CH3:17])(=[O:16])=[O:15])[CH:11]=[C:10]([C:18]2[CH:19]=[C:20]([CH:21]3[CH2:23][CH2:22]3)[NH:28][N:27]=2)[CH:9]=1)([CH3:4])([CH3:3])[CH3:2]. The yield is 0.770.